From a dataset of Reaction yield outcomes from USPTO patents with 853,638 reactions. Predict the reaction yield, written as a fraction of the theoretical maximum amount of product (1.0 means a 100% yield; for example, 0.34 means a 34% yield). The reactants are [Cl:1][C:2]1[CH:7]=[CH:6][C:5]([N:8]2[C:12]([CH:13]3[CH2:16][CH2:15][CH2:14]3)=[C:11]([C:17]([O:19]C)=[O:18])[CH:10]=[N:9]2)=[CH:4][CH:3]=1.O.[OH-].[Li+].O.Cl. The catalyst is CO.C1COCC1. The product is [Cl:1][C:2]1[CH:3]=[CH:4][C:5]([N:8]2[C:12]([CH:13]3[CH2:14][CH2:15][CH2:16]3)=[C:11]([C:17]([OH:19])=[O:18])[CH:10]=[N:9]2)=[CH:6][CH:7]=1. The yield is 0.870.